The task is: Predict the reactants needed to synthesize the given product.. This data is from Full USPTO retrosynthesis dataset with 1.9M reactions from patents (1976-2016). (1) Given the product [Cl:1][C:2]1[CH:3]=[C:4]([CH:21]=[CH:22][C:23]=1[F:24])[CH2:5][N:6]1[CH2:15][CH2:14][C:13]2[C:8](=[C:9]([OH:18])[C:10](=[O:17])[N:11]([CH3:16])[CH:12]=2)[C:7]1=[O:20], predict the reactants needed to synthesize it. The reactants are: [Cl:1][C:2]1[CH:3]=[C:4]([CH:21]=[CH:22][C:23]=1[F:24])[CH2:5][N:6]1[CH2:15][CH2:14][C:13]2[C:8](=[C:9]([O:18]C)[C:10](=[O:17])[N:11]([CH3:16])[CH:12]=2)[C:7]1=[O:20].Br. (2) Given the product [CH2:29]([N:30]1[CH2:35][CH2:34][O:33][CH2:32][CH2:31]1)[CH3:28].[CH2:8]1[O:16][C:15]2[C:10](=[C:11]([S:17]([NH:20][C:21]([O:22][C:46]([CH3:45])([CH3:47])[CH3:36])=[O:24])(=[O:18])=[O:19])[CH:12]=[CH:13][CH:14]=2)[O:9]1, predict the reactants needed to synthesize it. The reactants are: C([CH:8]1[O:16][C:15]2[C:10](=[C:11]([S:17]([NH2:20])(=[O:19])=[O:18])[CH:12]=[CH:13][CH:14]=2)[O:9]1)(OC(C)(C)C)=O.[C:21](=[O:24])([O-])[O-:22].[Cs+].[Cs+].Cl[CH2:28][CH2:29][N:30]1[CH2:35][CH2:34][O:33][CH2:32][CH2:31]1.[C:36](OCC)(=O)[CH3:36].[CH3:45][CH2:46][CH2:47][CH2:45][CH2:46][CH3:47]. (3) Given the product [F:1][C:2]1[CH:7]=[CH:6][CH:5]=[C:4]([F:8])[C:3]=1[N:9]1[C:14]2[N:15]=[C:16]([NH:40][CH2:39][CH2:38][N:37]([CH3:41])[CH3:36])[N:17]=[C:18]([C:19]3[CH:20]=[C:21]([CH:28]=[CH:29][C:30]=3[CH3:31])[C:22]([NH:24][CH:25]([CH3:27])[CH3:26])=[O:23])[C:13]=2[CH2:12][NH:11][C:10]1=[O:35], predict the reactants needed to synthesize it. The reactants are: [F:1][C:2]1[CH:7]=[CH:6][CH:5]=[C:4]([F:8])[C:3]=1[N:9]1[C:14]2[N:15]=[C:16](S(C)=O)[N:17]=[C:18]([C:19]3[CH:20]=[C:21]([CH:28]=[CH:29][C:30]=3[CH3:31])[C:22]([NH:24][CH:25]([CH3:27])[CH3:26])=[O:23])[C:13]=2[CH2:12][NH:11][C:10]1=[O:35].[CH3:36][N:37]([CH3:41])[CH2:38][CH2:39][NH2:40]. (4) Given the product [C:14]([O:11][CH2:10][CH2:9][O:8][C:7]1[CH:12]=[CH:13][C:4]([CH2:3][CH2:2][Br:1])=[CH:5][CH:6]=1)(=[O:16])[CH3:15], predict the reactants needed to synthesize it. The reactants are: [Br:1][CH2:2][CH2:3][C:4]1[CH:13]=[CH:12][C:7]([O:8][CH2:9][CH2:10][OH:11])=[CH:6][CH:5]=1.[C:14](OC(=O)C)(=[O:16])[CH3:15].C(N(CC)CC)C. (5) The reactants are: [CH3:1][NH:2][CH2:3][CH:4](NC)[CH3:5].Br[CH2:9][C:10]([NH:12][C:13]1[CH:18]=[CH:17][C:16]([O:19][CH2:20][C:21]2[CH:26]=[CH:25][CH:24]=[CH:23][CH:22]=2)=[CH:15][CH:14]=1)=[O:11].C(=O)([O-])[O-].[K+].[K+].O.[CH3:34][N:35](C=O)C. Given the product [CH3:34][N:35]([CH2:5][CH2:4][CH2:3][NH:2][CH3:1])[CH2:9][C:10]([NH:12][C:13]1[CH:18]=[CH:17][C:16]([O:19][CH2:20][C:21]2[CH:26]=[CH:25][CH:24]=[CH:23][CH:22]=2)=[CH:15][CH:14]=1)=[O:11], predict the reactants needed to synthesize it. (6) Given the product [O:1]([C:8]1[S:12][C:11]([C:13]([OH:15])=[O:14])=[CH:10][CH:9]=1)[C:2]1[CH:3]=[CH:4][CH:5]=[CH:6][CH:7]=1, predict the reactants needed to synthesize it. The reactants are: [O:1]([C:8]1[S:12][C:11]([CH:13]=[O:14])=[CH:10][CH:9]=1)[C:2]1[CH:7]=[CH:6][CH:5]=[CH:4][CH:3]=1.[O-:15]Cl=O.[Na+].[OH-].[Na+]. (7) Given the product [Br:12][C:13]1[CH:21]=[CH:20][C:16]([C:17]([NH:1][C:2]2[CH:11]=[C:10]3[C:5]([CH:6]=[CH:7][CH:8]=[N:9]3)=[CH:4][CH:3]=2)=[O:18])=[CH:15][C:14]=1[O:22][CH3:23], predict the reactants needed to synthesize it. The reactants are: [NH2:1][C:2]1[CH:11]=[C:10]2[C:5]([CH:6]=[CH:7][CH:8]=[N:9]2)=[CH:4][CH:3]=1.[Br:12][C:13]1[CH:21]=[CH:20][C:16]([C:17](O)=[O:18])=[CH:15][C:14]=1[O:22][CH3:23].